Dataset: Reaction yield outcomes from USPTO patents with 853,638 reactions. Task: Predict the reaction yield, written as a fraction of the theoretical maximum amount of product (1.0 means a 100% yield; for example, 0.34 means a 34% yield). The reactants are O[C:2]1([CH:8]([C:11]2[CH:12]=[N:13][C:14]([C:17]([F:20])([F:19])[F:18])=[CH:15][CH:16]=2)[C:9]#[N:10])[CH2:7][CH2:6][O:5][CH2:4][CH2:3]1.S(Cl)(Cl)=O. The product is [O:5]1[CH2:4][CH2:3][C:2](=[C:8]([C:11]2[CH:12]=[N:13][C:14]([C:17]([F:20])([F:18])[F:19])=[CH:15][CH:16]=2)[C:9]#[N:10])[CH2:7][CH2:6]1. The yield is 0.950. The catalyst is CN(C=O)C.